Dataset: Tox21: 12 toxicity assays (nuclear receptors and stress response pathways). Task: Binary classification across 12 toxicity assays. (1) The compound is O=C1C2CC=CCC2C(=O)N1SC(Cl)(Cl)Cl. It tested positive (active) for: SR-ARE (Antioxidant Response Element (oxidative stress)), SR-HSE (Heat Shock Element response), SR-MMP (Mitochondrial Membrane Potential disruption), and SR-p53 (p53 tumor suppressor activation). (2) The drug is C=C(C#N)C(=O)OCC. It tested positive (active) for: SR-ATAD5 (ATAD5 genotoxicity (DNA damage)). (3) It tested positive (active) for: NR-Aromatase (Aromatase enzyme inhibition). The compound is CCOC(=O)COC(=O)c1cc(Oc2ccc(C(F)(F)F)cc2Cl)ccc1[N+](=O)[O-]. (4) The drug is O=C1c2c(O)cccc2[C@H]([C@@H]2O[C@H](CO)[C@@H](O)[C@H](O)[C@H]2O)c2cc(CO)cc(O)c21. It tested positive (active) for: NR-AR (Androgen Receptor agonist activity), and NR-ER (Estrogen Receptor agonist activity). (5) The molecule is CC(C)C#N. It tested positive (active) for: SR-ARE (Antioxidant Response Element (oxidative stress)). (6) The compound is CCN(CC)CCc1c[nH]c2ccccc12.CCN(CC)CCc1c[nH]c2ccccc12. It tested positive (active) for: SR-HSE (Heat Shock Element response).